From a dataset of Forward reaction prediction with 1.9M reactions from USPTO patents (1976-2016). Predict the product of the given reaction. (1) Given the reactants [NH2:1][C:2]1[C:3]([C:10]([OH:12])=O)=[N:4][C:5]([Cl:9])=[C:6]([NH2:8])[N:7]=1.C1N=CN(C(N2C=NC=C2)=O)C=1.[C:25]([O:29][C:30](=[O:36])[N:31]([CH2:33][CH2:34][NH2:35])[CH3:32])([CH3:28])([CH3:27])[CH3:26], predict the reaction product. The product is: [C:25]([O:29][C:30](=[O:36])[N:31]([CH2:33][CH2:34][NH:35][C:10]([C:3]1[C:2]([NH2:1])=[N:7][C:6]([NH2:8])=[C:5]([Cl:9])[N:4]=1)=[O:12])[CH3:32])([CH3:28])([CH3:26])[CH3:27]. (2) Given the reactants Br[C:2]1[CH:7]=[CH:6][CH:5]=[CH:4][C:3]=1[F:8].[NH:9]1[CH2:12][CH:11]([NH:13][C:14](=[O:39])[C:15]2[CH:20]=[CH:19][C:18]([S:21]([N:24]3[C:32]4[C:27](=[CH:28][CH:29]=[CH:30][CH:31]=4)[C:26]([C:33]4[CH:38]=[CH:37][CH:36]=[CH:35][CH:34]=4)=[CH:25]3)(=[O:23])=[O:22])=[CH:17][CH:16]=2)[CH2:10]1.C(P(C(C)(C)C)C1C=CC=CC=1C1C=CC=CC=1)(C)(C)C.CC(C)([O-])C.[Na+], predict the reaction product. The product is: [F:8][C:3]1[CH:4]=[CH:5][C:6]([N:9]2[CH2:12][CH:11]([NH:13][C:14](=[O:39])[C:15]3[CH:20]=[CH:19][C:18]([S:21]([N:24]4[C:32]5[C:27](=[CH:28][CH:29]=[CH:30][CH:31]=5)[C:26]([C:33]5[CH:34]=[CH:35][CH:36]=[CH:37][CH:38]=5)=[CH:25]4)(=[O:22])=[O:23])=[CH:17][CH:16]=3)[CH2:10]2)=[CH:7][CH:2]=1.